This data is from Reaction yield outcomes from USPTO patents with 853,638 reactions. The task is: Predict the reaction yield, written as a fraction of the theoretical maximum amount of product (1.0 means a 100% yield; for example, 0.34 means a 34% yield). (1) The reactants are C(N(CC)C(C)C)(C)C.[NH2:10][C@H:11]([CH2:15][OH:16])[CH:12]([CH3:14])[CH3:13].[O:17]1[CH:21]=[CH:20][CH:19]=[C:18]1[C:22]1[O:26][C:25](=[O:27])[C:24]2([CH2:32][CH2:31][CH2:30][CH2:29][CH2:28]2)[N:23]=1. The catalyst is C(Cl)Cl.C1(C)C=CC=CC=1. The product is [O:17]1[CH:21]=[CH:20][CH:19]=[C:18]1[C:22]([NH:23][C:24]1([C:25]([NH:10][C@H:11]([CH2:15][OH:16])[CH:12]([CH3:14])[CH3:13])=[O:27])[CH2:32][CH2:31][CH2:30][CH2:29][CH2:28]1)=[O:26]. The yield is 0.747. (2) The reactants are [H-].[Na+].[F:3][C:4]([F:8])([F:7])[CH2:5][OH:6].[Cl:9][C:10]1[N:15]=[C:14](Cl)[CH:13]=[CH:12][N:11]=1. The catalyst is CN(C=O)C.O. The product is [Cl:9][C:10]1[N:15]=[C:14]([O:6][CH2:5][C:4]([F:8])([F:7])[F:3])[CH:13]=[CH:12][N:11]=1. The yield is 0.780. (3) The reactants are Cl[C:2]1[N:7]=[CH:6][C:5]([O:8][C:9]2[CH:10]=[C:11]([N:15]([CH3:17])[CH3:16])[CH:12]=[CH:13][CH:14]=2)=[CH:4][CH:3]=1.[F:18][C:19]1[CH:25]=[CH:24][C:22]([NH2:23])=[CH:21][C:20]=1[O:26][CH3:27].C1(P(C2C=CC=CC=2)C2C3OC4C(=CC=CC=4P(C4C=CC=CC=4)C4C=CC=CC=4)C(C)(C)C=3C=CC=2)C=CC=CC=1.C(=O)([O-])[O-].[Cs+].[Cs+]. The catalyst is O1CCOCC1.C(OCC)(=O)C. The product is [CH3:16][N:15]([CH3:17])[C:11]1[CH:10]=[C:9]([CH:14]=[CH:13][CH:12]=1)[O:8][C:5]1[CH:4]=[CH:3][C:2]([NH:23][C:22]2[CH:24]=[CH:25][C:19]([F:18])=[C:20]([O:26][CH3:27])[CH:21]=2)=[N:7][CH:6]=1. The yield is 0.240. (4) The reactants are [CH3:1][CH:2]([C:4]1[CH:5]=[C:6]([OH:10])[CH:7]=[CH:8][CH:9]=1)[CH3:3].Cl[C:12]1[N:13]=[C:14]([OH:22])[C:15]2[CH:21]=[CH:20][N:19]=[CH:18][C:16]=2[N:17]=1. No catalyst specified. The product is [CH3:1][CH:2]([C:4]1[CH:5]=[C:6]([CH:7]=[CH:8][CH:9]=1)[O:10][C:12]1[N:13]=[C:14]([OH:22])[C:15]2[CH:21]=[CH:20][N:19]=[CH:18][C:16]=2[N:17]=1)[CH3:3]. The yield is 0.150. (5) The reactants are Cl[CH2:2][C:3]1[C:4]([C:13]2[CH:18]=[CH:17][CH:16]=[CH:15][CH:14]=2)=[N:5][N:6]2[CH:11]=[C:10]([CH3:12])[CH:9]=[N:8][C:7]=12.[F:19][C:20]([F:28])=[CH:21][CH:22]1[CH2:26][NH:25][C:24](=[O:27])[CH2:23]1.CN(C=O)C.[H-].[Na+]. The catalyst is O. The product is [F:19][C:20]([F:28])=[CH:21][CH:22]1[CH2:26][N:25]([CH2:2][C:3]2[C:4]([C:13]3[CH:18]=[CH:17][CH:16]=[CH:15][CH:14]=3)=[N:5][N:6]3[CH:11]=[C:10]([CH3:12])[CH:9]=[N:8][C:7]=23)[C:24](=[O:27])[CH2:23]1. The yield is 0.500.